From a dataset of Full USPTO retrosynthesis dataset with 1.9M reactions from patents (1976-2016). Predict the reactants needed to synthesize the given product. (1) The reactants are: [C:1]([O:5][C:6]([N:8]1[CH2:13][CH2:12][CH:11]([C:14]([OH:16])=O)[CH2:10][CH2:9]1)=[O:7])([CH3:4])([CH3:3])[CH3:2].Cl.CN(C)CCCN=C=NCC.C(N(CC)CC)C.[Cl:36][C:37]1[CH:50]=[C:49]([Cl:51])[CH:48]=[CH:47][C:38]=1[O:39][C:40]1[CH:45]=[CH:44][CH:43]=[CH:42][C:41]=1[NH2:46]. Given the product [C:1]([O:5][C:6]([N:8]1[CH2:9][CH2:10][CH:11]([C:14](=[O:16])[NH:46][C:41]2[CH:42]=[CH:43][CH:44]=[CH:45][C:40]=2[O:39][C:38]2[CH:47]=[CH:48][C:49]([Cl:51])=[CH:50][C:37]=2[Cl:36])[CH2:12][CH2:13]1)=[O:7])([CH3:2])([CH3:3])[CH3:4], predict the reactants needed to synthesize it. (2) Given the product [Cl:13][C:10]1[C:9]2[C:4](=[N:5][CH:6]=[CH:7][CH:8]=2)[N:3]=[C:2]([C:17]2[CH:18]=[N:19][CH:20]=[C:15]([F:14])[CH:16]=2)[C:11]=1[CH3:12], predict the reactants needed to synthesize it. The reactants are: Cl[C:2]1[C:11]([CH3:12])=[C:10]([Cl:13])[C:9]2[C:4](=[N:5][CH:6]=[CH:7][CH:8]=2)[N:3]=1.[F:14][C:15]1[CH:16]=[C:17](B(O)O)[CH:18]=[N:19][CH:20]=1.C(=O)([O-])[O-].[Na+].[Na+]. (3) Given the product [Pd:28]([Cl:29])[Cl:27].[C:1]([P:5]([C:6]([CH3:9])([CH3:8])[CH3:7])[CH2:11][CH:12]=[C:13]([CH3:15])[CH3:14])([CH3:4])([CH3:3])[CH3:2].[C:1]([P:5]([C:6]([CH3:9])([CH3:8])[CH3:7])[CH2:11][CH:12]=[C:13]([CH3:15])[CH3:14])([CH3:4])([CH3:3])[CH3:2], predict the reactants needed to synthesize it. The reactants are: [C:1]([P:5](Cl)[C:6]([CH3:9])([CH3:8])[CH3:7])([CH3:4])([CH3:3])[CH3:2].[CH2:11](Cl)[CH:12]=[C:13]([CH3:15])[CH3:14].[Mg].S(=O)(=O)(O)O.CO.[Na+].[Na+].[Cl:27][Pd+2:28](Cl)(Cl)[Cl:29]. (4) The reactants are: Cl[C:2]1[N:3]=[C:4](Cl)[C:5]2[CH2:10][N:9]([CH:11]3[CH2:16][CH2:15][O:14][CH2:13][CH2:12]3)[C:8](=[O:17])[C:6]=2[N:7]=1.[F:19][C:20]1[CH:25]=[CH:24][C:23]([CH2:26][C:27]([CH3:30])([NH2:29])[CH3:28])=[CH:22][CH:21]=1.CCN(C(C)C)C(C)C.[N:40]1([C:46](=[O:48])[CH3:47])[CH2:45][CH2:44][NH:43][CH2:42][CH2:41]1. Given the product [C:46]([N:40]1[CH2:45][CH2:44][N:43]([C:2]2[N:7]=[C:6]3[C:5](=[C:4]([NH:29][C:27]([CH3:30])([CH3:28])[CH2:26][C:23]4[CH:22]=[CH:21][C:20]([F:19])=[CH:25][CH:24]=4)[N:3]=2)[CH2:10][N:9]([CH:11]2[CH2:16][CH2:15][O:14][CH2:13][CH2:12]2)[C:8]3=[O:17])[CH2:42][CH2:41]1)(=[O:48])[CH3:47], predict the reactants needed to synthesize it.